From a dataset of CYP2C9 inhibition data for predicting drug metabolism from PubChem BioAssay. Regression/Classification. Given a drug SMILES string, predict its absorption, distribution, metabolism, or excretion properties. Task type varies by dataset: regression for continuous measurements (e.g., permeability, clearance, half-life) or binary classification for categorical outcomes (e.g., BBB penetration, CYP inhibition). Dataset: cyp2c9_veith. (1) The drug is COc1ccccc1C(c1nnnn1C(C)(C)C)N1CCN(Cc2ccncc2)CC1. The result is 1 (inhibitor). (2) The molecule is N#C[C@H](c1ccccc1)N1CCCN([C@@H](C#N)c2ccccc2)C1c1ccccc1O. The result is 1 (inhibitor). (3) The result is 1 (inhibitor). The compound is CCC(C(=O)NC(C)(C)C)N(C(=O)Cn1nnc(-c2ccccc2F)n1)c1cccc2c1CCCC2. (4) The compound is CC(C)(C)NC(=S)Nc1ccc(Nc2ccccc2)cc1. The result is 1 (inhibitor). (5) The molecule is CN(C)c1ccc(-c2cc(N(C)Cc3ccco3)ncn2)cc1. The result is 0 (non-inhibitor). (6) The compound is CCOC(=O)C1(N(CC)CC)Sc2cc(C)ccc2NC1=O. The result is 1 (inhibitor). (7) The drug is N[C@H](Cc1ccc(N(CCCl)CCCl)cc1)C(=O)O. The result is 0 (non-inhibitor). (8) The drug is CCOC(=O)N1CCN(c2nc(-c3cccs3)cc(C(F)(F)F)n2)CC1. The result is 1 (inhibitor).